This data is from Full USPTO retrosynthesis dataset with 1.9M reactions from patents (1976-2016). The task is: Predict the reactants needed to synthesize the given product. (1) Given the product [CH3:17][C:7]1[NH:8][C:9](=[O:16])[C:10]([C:12]2[N:25]=[C:23]([C:22]3[CH:26]=[CH:27][N:28]=[C:20]([O:19][CH3:18])[CH:21]=3)[S:24][CH:13]=2)=[CH:11][C:6]=1[C:4]([O:3][CH2:1][CH3:2])=[O:5], predict the reactants needed to synthesize it. The reactants are: [CH2:1]([O:3][C:4]([C:6]1[CH:11]=[C:10]([C:12](=O)[CH2:13]Br)[C:9](=[O:16])[NH:8][C:7]=1[CH3:17])=[O:5])[CH3:2].[CH3:18][O:19][C:20]1[CH:21]=[C:22]([CH:26]=[CH:27][N:28]=1)[C:23]([NH2:25])=[S:24]. (2) Given the product [Cl:1][C:2]1[CH:7]=[CH:6][C:5]([C:8]2[C:12]([CH3:13])=[C:11]([C:14]([F:15])([F:16])[F:17])[N:10]([CH2:36][C:35]3[CH:38]=[CH:39][CH:40]=[C:33]([Cl:32])[CH:34]=3)[C:9]=2[C:18]([N:20]2[CH2:21][CH2:22][O:23][CH2:24][CH2:25]2)=[O:19])=[CH:4][CH:3]=1, predict the reactants needed to synthesize it. The reactants are: [Cl:1][C:2]1[CH:7]=[CH:6][C:5]([C:8]2[C:12]([CH3:13])=[C:11]([C:14]([F:17])([F:16])[F:15])[NH:10][C:9]=2[C:18]([N:20]2[CH2:25][CH2:24][O:23][CH2:22][CH2:21]2)=[O:19])=[CH:4][CH:3]=1.C([O-])([O-])=O.[K+].[K+].[Cl:32][C:33]1[CH:34]=[C:35]([CH:38]=[CH:39][CH:40]=1)[CH2:36]Br.CCOCC. (3) Given the product [CH3:1][C:2]1[C:3]([CH2:16][C:17]([N:22]([CH3:23])[CH3:21])=[O:18])=[C:4]([CH3:15])[C:5]2[C:13]3[C:8](=[CH:9][CH:10]=[CH:11][CH:12]=3)[NH:7][C:6]=2[N:14]=1, predict the reactants needed to synthesize it. The reactants are: [CH3:1][C:2]1[C:3]([CH2:16][C:17](O)=[O:18])=[C:4]([CH3:15])[C:5]2[C:13]3[C:8](=[CH:9][CH:10]=[CH:11][CH:12]=3)[NH:7][C:6]=2[N:14]=1.Cl.[CH3:21][NH:22][CH3:23].Cl.C(N=C=NCCCN(C)C)C.ON1C2C=CC=CC=2N=N1.C(=O)(O)[O-].[Na+].